Dataset: Forward reaction prediction with 1.9M reactions from USPTO patents (1976-2016). Task: Predict the product of the given reaction. (1) Given the reactants [NH2:1][C:2]1[CH:7]=[C:6]([Br:8])[CH:5]=[CH:4][C:3]=1[NH:9][C:10](=O)[CH2:11][CH2:12][CH:13]1[CH2:16][CH:15]([N:17]([CH2:19][C@@H:20]2[C@@H:27]3[C@@H:23]([O:24][C:25]([CH3:29])([CH3:28])[O:26]3)[C@H:22]([N:30]3[C:34]4[N:35]=[CH:36][N:37]=[C:38]([NH:39][CH2:40][C:41]5[CH:46]=[CH:45][C:44]([O:47][CH3:48])=[CH:43][C:42]=5[O:49][CH3:50])[C:33]=4[CH:32]=[CH:31]3)[CH2:21]2)[CH3:18])[CH2:14]1.C(O)(=O)C, predict the reaction product. The product is: [Br:8][C:6]1[CH:5]=[CH:4][C:3]2[NH:9][C:10]([CH2:11][CH2:12][CH:13]3[CH2:14][CH:15]([N:17]([CH2:19][C@@H:20]4[C@H:27]5[O:26][C:25]([CH3:28])([CH3:29])[O:24][C@H:23]5[C@H:22]([N:30]5[C:34]6[N:35]=[CH:36][N:37]=[C:38]([NH:39][CH2:40][C:41]7[CH:46]=[CH:45][C:44]([O:47][CH3:48])=[CH:43][C:42]=7[O:49][CH3:50])[C:33]=6[CH:32]=[CH:31]5)[CH2:21]4)[CH3:18])[CH2:16]3)=[N:1][C:2]=2[CH:7]=1. (2) The product is: [C:1]([O:5][C:6]([N:8]1[CH2:13][CH2:12][CH:11]([CH:14]([OH:32])[CH2:15][N:16]2[CH2:17][CH2:18][N:19]([C:22]3[CH:27]=[CH:26][C:25]([S:28]([CH3:31])(=[O:29])=[O:30])=[CH:24][CH:23]=3)[CH2:20][CH2:21]2)[CH2:10][CH2:9]1)=[O:7])([CH3:4])([CH3:3])[CH3:2]. Given the reactants [C:1]([O:5][C:6]([N:8]1[CH2:13][CH2:12][CH:11]([C:14](=[O:32])[CH2:15][N:16]2[CH2:21][CH2:20][N:19]([C:22]3[CH:27]=[CH:26][C:25]([S:28]([CH3:31])(=[O:30])=[O:29])=[CH:24][CH:23]=3)[CH2:18][CH2:17]2)[CH2:10][CH2:9]1)=[O:7])([CH3:4])([CH3:3])[CH3:2].[BH4-].[Na+], predict the reaction product. (3) Given the reactants C(OC1N=NC(C#CC2C=CC=CC=2)=CC=1OCC1C=CC=CC=1)C1C=CC=CC=1.[CH2:31]([O:38][C:39]1[N:40]=[N:41][C:42](Cl)=[CH:43][C:44]=1[O:45][CH2:46][C:47]1[CH:52]=[CH:51][CH:50]=[CH:49][CH:48]=1)[C:32]1[CH:37]=[CH:36][CH:35]=[CH:34][CH:33]=1.[C:54]([C:56]1[CH:61]=[CH:60][C:59]([F:62])=[C:58]([F:63])[CH:57]=1)#[CH:55], predict the reaction product. The product is: [CH2:31]([O:38][C:39]1[N:40]=[N:41][C:42]([C:55]#[C:54][C:56]2[CH:61]=[CH:60][C:59]([F:62])=[C:58]([F:63])[CH:57]=2)=[CH:43][C:44]=1[O:45][CH2:46][C:47]1[CH:52]=[CH:51][CH:50]=[CH:49][CH:48]=1)[C:32]1[CH:37]=[CH:36][CH:35]=[CH:34][CH:33]=1. (4) Given the reactants [Cl-].[NH:2]([C:9]1[C:10]([NH2+:15][C:16]2[CH:21]=[CH:20][CH:19]=[C:18]([C:22]3[C:27]([CH3:28])=[CH:26][CH:25]=[CH:24][C:23]=3[CH3:29])[CH:17]=2)=[N:11][CH:12]=[CH:13][N:14]=1)[C:3]1[CH:8]=[CH:7][CH:6]=[CH:5][CH:4]=1.[CH:30](OCC)(OCC)[O:31][CH2:32][CH3:33], predict the reaction product. The product is: [CH3:28][C:27]1[CH:26]=[CH:25][CH:24]=[C:23]([CH3:29])[C:22]=1[C:18]1[CH:17]=[C:16]([N:15]2[C:10]3[C:9](=[N:14][CH:13]=[CH:12][N:11]=3)[N:2]([C:3]3[CH:4]=[CH:5][CH:6]=[CH:7][CH:8]=3)[CH:30]2[O:31][CH2:32][CH3:33])[CH:21]=[CH:20][CH:19]=1.